Regression. Given two drug SMILES strings and cell line genomic features, predict the synergy score measuring deviation from expected non-interaction effect. From a dataset of Merck oncology drug combination screen with 23,052 pairs across 39 cell lines. (1) Drug 1: NC(=O)c1cccc2cn(-c3ccc(C4CCCNC4)cc3)nc12. Drug 2: O=C(NOCC(O)CO)c1ccc(F)c(F)c1Nc1ccc(I)cc1F. Cell line: RPMI7951. Synergy scores: synergy=-3.09. (2) Drug 1: O=C(CCCCCCC(=O)Nc1ccccc1)NO. Drug 2: COC1CC2CCC(C)C(O)(O2)C(=O)C(=O)N2CCCCC2C(=O)OC(C(C)CC2CCC(OP(C)(C)=O)C(OC)C2)CC(=O)C(C)C=C(C)C(O)C(OC)C(=O)C(C)CC(C)C=CC=CC=C1C. Cell line: UACC62. Synergy scores: synergy=11.8. (3) Drug 1: Cn1c(=O)n(-c2ccc(C(C)(C)C#N)cc2)c2c3cc(-c4cnc5ccccc5c4)ccc3ncc21. Drug 2: NC1CCCCC1N.O=C(O)C(=O)O.[Pt+2]. Cell line: SW620. Synergy scores: synergy=5.77.